From a dataset of Forward reaction prediction with 1.9M reactions from USPTO patents (1976-2016). Predict the product of the given reaction. (1) The product is: [CH3:9][Si:8]([CH3:11])([CH3:10])[C:5]1[CH:6]=[CH:7][C:2]([C:23]2[CH:22]=[CH:21][CH:20]=[C:19]([F:18])[C:24]=2[F:25])=[CH:3][CH:4]=1. Given the reactants Br[C:2]1[CH:7]=[CH:6][C:5]([Si:8]([CH3:11])([CH3:10])[CH3:9])=[CH:4][CH:3]=1.COCCOC.[F:18][C:19]1[C:24]([F:25])=[CH:23][CH:22]=[CH:21][C:20]=1B(O)O.C([O-])([O-])=O.[Na+].[Na+], predict the reaction product. (2) Given the reactants Br[CH2:2][CH2:3][O:4][C:5](=[O:7])[CH3:6].C(=O)([O-])[O-].[K+].[K+].[NH:14]1[CH2:19][CH2:18][O:17][CH2:16][CH2:15]1, predict the reaction product. The product is: [CH2:3]([O:4][C:5](=[O:7])[CH2:6][N:14]1[CH2:19][CH2:18][O:17][CH2:16][CH2:15]1)[CH3:2]. (3) Given the reactants [CH3:1][O:2][C:3](=[O:19])[CH:4]([O:17][CH3:18])[CH2:5][C:6]1[C:15]2[C:10](=[CH:11][CH:12]=[CH:13][CH:14]=2)[C:9]([OH:16])=[CH:8][CH:7]=1.C(OC(CC1C2SC=CC=2C(O[CH2:38][CH2:39][C:40]2[N:41]=[C:42]([C:46]3[CH:51]=[CH:50][C:49]([F:52])=[CH:48][C:47]=3[O:53][CH2:54][CH3:55])[O:43][C:44]=2[CH3:45])=CC=1)C(O)=O)C.C1(P(C2C=CC=CC=2)C2C=CC=CC=2)C=CC=CC=1.N(C(OCC)=O)=NC(OCC)=O, predict the reaction product. The product is: [CH3:1][O:2][C:3](=[O:19])[CH:4]([O:17][CH3:18])[CH2:5][C:6]1[C:15]2[C:10](=[CH:11][CH:12]=[CH:13][CH:14]=2)[C:9]([O:16][CH2:38][CH2:39][C:40]2[N:41]=[C:42]([C:46]3[CH:51]=[CH:50][C:49]([F:52])=[CH:48][C:47]=3[O:53][CH2:54][CH3:55])[O:43][C:44]=2[CH3:45])=[CH:8][CH:7]=1. (4) Given the reactants [Cl:1][C:2]1[S:6][C:5]([C:7]([OH:9])=O)=[CH:4][CH:3]=1.[CH:10]1([N:13]2[CH2:18][CH2:17][CH:16]([NH:19][S:20]([CH2:23][CH2:24][NH2:25])(=[O:22])=[O:21])[CH2:15][CH2:14]2)[CH2:12][CH2:11]1, predict the reaction product. The product is: [CH:10]1([N:13]2[CH2:14][CH2:15][CH:16]([NH:19][S:20]([CH2:23][CH2:24][NH:25][C:7]([C:5]3[S:6][C:2]([Cl:1])=[CH:3][CH:4]=3)=[O:9])(=[O:21])=[O:22])[CH2:17][CH2:18]2)[CH2:11][CH2:12]1. (5) The product is: [Cl:1][C:2]1[N:3]=[C:4]([N:15]2[CH2:16][CH2:17][O:18][CH2:19][CH2:20]2)[C:5]2[N:14]=[N:21][N:8]([CH2:9][C:10]([F:11])([F:12])[F:13])[C:6]=2[N:7]=1. Given the reactants [Cl:1][C:2]1[N:7]=[C:6]([NH:8][CH2:9][C:10]([F:13])([F:12])[F:11])[C:5]([NH2:14])=[C:4]([N:15]2[CH2:20][CH2:19][O:18][CH2:17][CH2:16]2)[N:3]=1.[N:21]([O-])=O.[Na+], predict the reaction product. (6) Given the reactants [CH3:1][O:2][C:3]1[CH:8]=[CH:7][CH:6]=[CH:5][C:4]=1[N:9]1[CH2:14][CH2:13][N:12]([CH2:15][CH2:16][C:17](OCC)=[O:18])[CH2:11][CH2:10]1.[BH4-].[Na+], predict the reaction product. The product is: [CH3:1][O:2][C:3]1[CH:8]=[CH:7][CH:6]=[CH:5][C:4]=1[N:9]1[CH2:10][CH2:11][N:12]([CH2:15][CH2:16][CH2:17][OH:18])[CH2:13][CH2:14]1.